From a dataset of Forward reaction prediction with 1.9M reactions from USPTO patents (1976-2016). Predict the product of the given reaction. (1) Given the reactants C(=O)(O)[O-].[Na+].[Br:6][C:7]1[CH:12]=[C:11]([N+:13]([O-:15])=[O:14])[CH:10]=[C:9]([Br:16])[C:8]=1OS(C(F)(F)F)(=O)=O.[I-:25].[Na+], predict the reaction product. The product is: [Br:6][C:7]1[CH:12]=[C:11]([N+:13]([O-:15])=[O:14])[CH:10]=[C:9]([Br:16])[C:8]=1[I:25]. (2) Given the reactants [Br:1][CH2:2][C:3]([NH:5][C:6]1[CH:11]=[C:10]([F:12])[CH:9]=[CH:8][C:7]=1[F:13])=[O:4].[N:14]12[CH2:21][CH2:20][CH:17]([CH2:18][CH2:19]1)[C@@H:16]([O:22][C:23]([C:25]1([C:32]3[CH:37]=[CH:36][CH:35]=[CH:34][CH:33]=3)[CH2:31][CH2:30][CH2:29][CH2:28][CH2:27][CH2:26]1)=[O:24])[CH2:15]2, predict the reaction product. The product is: [Br-:1].[F:13][C:7]1[CH:8]=[CH:9][C:10]([F:12])=[CH:11][C:6]=1[NH:5][C:3]([CH2:2][N+:14]12[CH2:21][CH2:20][CH:17]([CH2:18][CH2:19]1)[C@@H:16]([O:22][C:23]([C:25]1([C:32]3[CH:33]=[CH:34][CH:35]=[CH:36][CH:37]=3)[CH2:31][CH2:30][CH2:29][CH2:28][CH2:27][CH2:26]1)=[O:24])[CH2:15]2)=[O:4].